Predict which catalyst facilitates the given reaction. From a dataset of Catalyst prediction with 721,799 reactions and 888 catalyst types from USPTO. (1) The catalyst class is: 4. Product: [Br:1][CH:8]1[C:6](=[O:7])[CH2:5][C:4]([CH3:12])([CH3:3])[CH2:11][C:9]1=[O:10]. Reactant: [Br:1]Br.[CH3:3][C:4]1([CH3:12])[CH2:11][C:9](=[O:10])[CH2:8][C:6](=[O:7])[CH2:5]1. (2) Reactant: [NH2:1][CH2:2][CH2:3][O:4][C@@H:5]([C:19]1[CH:24]=[CH:23][CH:22]=[C:21]([Cl:25])[C:20]=1[F:26])[C@@H:6]1[CH2:11][CH2:10][CH2:9][N:8]([C:12]([O:14][C:15]([CH3:18])([CH3:17])[CH3:16])=[O:13])[CH2:7]1.[C:27](Cl)(=[O:29])[CH3:28]. Product: [C:27]([NH:1][CH2:2][CH2:3][O:4][C@@H:5]([C:19]1[CH:24]=[CH:23][CH:22]=[C:21]([Cl:25])[C:20]=1[F:26])[C@@H:6]1[CH2:11][CH2:10][CH2:9][N:8]([C:12]([O:14][C:15]([CH3:18])([CH3:17])[CH3:16])=[O:13])[CH2:7]1)(=[O:29])[CH3:28]. The catalyst class is: 424. (3) Reactant: [CH3:1][NH:2][CH:3]1[C:11]2[C:6](=[CH:7][CH:8]=[CH:9][CH:10]=2)[CH2:5][C:4]1([CH3:13])[CH3:12].C(N(CC)CC)C.[CH3:21][C:22]1[N:26]([CH2:27][C:28]([N:30]2[CH2:35][CH2:34][CH:33]([C:36]3[S:37][CH:38]=[C:39]([C:41](Cl)=[O:42])[N:40]=3)[CH2:32][CH2:31]2)=[O:29])[N:25]=[C:24]([C:44]([F:47])([F:46])[F:45])[CH:23]=1. Product: [CH3:12][C:4]1([CH3:13])[CH2:5][C:6]2[C:11](=[CH:10][CH:9]=[CH:8][CH:7]=2)[CH:3]1[N:2]([CH3:1])[C:41]([C:39]1[N:40]=[C:36]([CH:33]2[CH2:34][CH2:35][N:30]([C:28](=[O:29])[CH2:27][N:26]3[C:22]([CH3:21])=[CH:23][C:24]([C:44]([F:46])([F:47])[F:45])=[N:25]3)[CH2:31][CH2:32]2)[S:37][CH:38]=1)=[O:42]. The catalyst class is: 4. (4) Reactant: [F:1][C:2]([F:43])([F:42])[C:3]1[CH:4]=[C:5]([CH:35]=[C:36]([C:38]([F:41])([F:40])[F:39])[CH:37]=1)[CH2:6][N:7]([C@H:14]1[CH2:20][CH2:19][CH2:18][N:17]([CH2:21][CH:22]2[CH2:24][CH2:23]2)[C:16]2[C:25]([CH3:34])=[C:26]([C:30]([F:33])([F:32])[F:31])[C:27]([CH3:29])=[CH:28][C:15]1=2)[C:8]1[N:9]=[N:10][N:11]([CH3:13])[N:12]=1.[ClH:44]. Product: [ClH:44].[F:43][C:2]([F:1])([F:42])[C:3]1[CH:4]=[C:5]([CH:35]=[C:36]([C:38]([F:41])([F:40])[F:39])[CH:37]=1)[CH2:6][N:7]([C@H:14]1[CH2:20][CH2:19][CH2:18][N:17]([CH2:21][CH:22]2[CH2:24][CH2:23]2)[C:16]2[C:25]([CH3:34])=[C:26]([C:30]([F:31])([F:32])[F:33])[C:27]([CH3:29])=[CH:28][C:15]1=2)[C:8]1[N:9]=[N:10][N:11]([CH3:13])[N:12]=1. The catalyst class is: 27. (5) Reactant: [CH3:1][C@@:2]12[C@H:12]3[C@@H:13]([OH:25])[CH2:14][C@:15]4([CH3:24])[C@@H:19]([C:20](CO)=[O:21])[CH2:18][CH2:17][C@H:16]4[C@@H:11]3[CH2:10][CH2:9][C:8]1=[CH:7][C:5](=[O:6])[CH2:4][CH2:3]2.CO.I([O-])(=O)(=O)=[O:29].[Na+]. Product: [OH:25][CH:13]1[CH:12]2[CH:11]([CH2:10][CH2:9][C:8]3[C:2]2([CH3:1])[CH2:3][CH2:4][C:5](=[O:6])[CH:7]=3)[CH:16]2[C:15]([CH3:24])([CH:19]([C:20]([OH:29])=[O:21])[CH2:18][CH2:17]2)[CH2:14]1. The catalyst class is: 20. (6) Reactant: Cl[C:2]1[C:7]2[CH2:8][CH2:9][CH2:10][C:6]=2[C:5]([Cl:11])=[N:4][N:3]=1.[Br-].[CH2:13]([Zn+])[C:14]1[CH:19]=[CH:18][CH:17]=[CH:16][CH:15]=1.C([O-])(O)=O.[Na+]. Product: [CH2:13]([C:2]1[C:7]2[CH2:8][CH2:9][CH2:10][C:6]=2[C:5]([Cl:11])=[N:4][N:3]=1)[C:14]1[CH:19]=[CH:18][CH:17]=[CH:16][CH:15]=1. The catalyst class is: 176. (7) Reactant: [CH:1]1([C:4]2[CH:5]=[C:6]([C:9]([OH:11])=O)[NH:7][N:8]=2)[CH2:3][CH2:2]1.CCOC1N(C(OCC)=O)C2C(=CC=CC=2)C=C1.[C:30]([O:34][C:35](=[O:48])[NH:36][CH:37]([C:41]1[CH:46]=[CH:45][CH:44]=[C:43]([NH2:47])[CH:42]=1)[CH2:38][CH2:39][OH:40])([CH3:33])([CH3:32])[CH3:31]. Product: [C:30]([O:34][C:35](=[O:48])[NH:36][CH:37]([C:41]1[CH:46]=[CH:45][CH:44]=[C:43]([NH:47][C:9]([C:6]2[NH:7][N:8]=[C:4]([CH:1]3[CH2:2][CH2:3]3)[CH:5]=2)=[O:11])[CH:42]=1)[CH2:38][CH2:39][OH:40])([CH3:33])([CH3:31])[CH3:32]. The catalyst class is: 1.